This data is from Reaction yield outcomes from USPTO patents with 853,638 reactions. The task is: Predict the reaction yield, written as a fraction of the theoretical maximum amount of product (1.0 means a 100% yield; for example, 0.34 means a 34% yield). (1) The reactants are [Br:1][C:2]1[CH:7]=[C:6]([N+:8]([O-])=O)[C:5]([F:11])=[CH:4][C:3]=1[CH3:12].[H][H]. The catalyst is [Ni].C(O)C. The product is [Br:1][C:2]1[C:3]([CH3:12])=[CH:4][C:5]([F:11])=[C:6]([CH:7]=1)[NH2:8]. The yield is 0.630. (2) The reactants are I[C:2]1[CH:3]=[C:4]2[C:9](=[CH:10][CH:11]=1)[NH:8][CH:7]([C:12]([F:15])([F:14])[F:13])[C:6]([C:16]([O:18][CH2:19][CH3:20])=[O:17])=[CH:5]2.[CH3:21][N:22](C)C=O. The catalyst is [C-]#N.[Zn+2].[C-]#N.C(OCC)(=O)C. The product is [C:21]([C:2]1[CH:3]=[C:4]2[C:9](=[CH:10][CH:11]=1)[NH:8][CH:7]([C:12]([F:15])([F:14])[F:13])[C:6]([C:16]([O:18][CH2:19][CH3:20])=[O:17])=[CH:5]2)#[N:22]. The yield is 0.480. (3) The reactants are [N+:1]([CH2:4][C:5]([O:7][CH2:8][CH3:9])=[O:6])([O-:3])=O.C1N2[CH2:16][CH2:17]N(CC2)C1.[CH2:18]([OH:20])C. No catalyst specified. The product is [OH:20][CH2:18][CH:16]1[O:3][N:1]=[C:4]([C:5]([O:7][CH2:8][CH3:9])=[O:6])[CH2:17]1. The yield is 0.930. (4) The reactants are Br[CH2:2][CH2:3][CH2:4][CH2:5][CH2:6][C:7]([O:9]CC)=[O:8].[CH3:12][C:13]1[CH:18]=[CH:17][C:16]([CH3:19])=[CH:15][C:14]=1[SH:20].[OH-].[K+]. The catalyst is C(O)C. The product is [CH3:12][C:13]1[CH:18]=[CH:17][C:16]([CH3:19])=[CH:15][C:14]=1[S:20][CH2:2][CH2:3][CH2:4][CH2:5][CH2:6][C:7]([OH:9])=[O:8]. The yield is 0.860. (5) The reactants are C([O:3][C:4]([C:6]1[O:7][C:8]2[CH:15]=[CH:14][CH:13]=[C:12]([CH2:16][CH2:17][CH2:18][O:19][CH3:20])[C:9]=2[C:10]=1[CH3:11])=[O:5])C.[Li+].[OH-].Cl. The catalyst is O1CCCC1.CO. The product is [CH3:20][O:19][CH2:18][CH2:17][CH2:16][C:12]1[C:9]2[C:10]([CH3:11])=[C:6]([C:4]([OH:5])=[O:3])[O:7][C:8]=2[CH:15]=[CH:14][CH:13]=1. The yield is 0.980. (6) The reactants are [CH3:1][O:2][C:3]1[CH:4]=[C:5]2[C:10](=[CH:11][CH:12]=1)[C:9]([OH:13])=[N:8][CH:7]=[CH:6]2.C([O-])([O-])=O.[K+].[K+].Cl.Cl[CH2:22][CH2:23][N:24]1[CH2:29][CH2:28][CH2:27][CH2:26][CH2:25]1. The catalyst is CC(C)=O. The product is [CH3:1][O:2][C:3]1[CH:4]=[C:5]2[C:10](=[CH:11][CH:12]=1)[C:9]([O:13][CH2:22][CH2:23][N:24]1[CH2:29][CH2:28][CH2:27][CH2:26][CH2:25]1)=[N:8][CH:7]=[CH:6]2. The yield is 0.920. (7) The reactants are CCN(C(C)C)C(C)C.[F:10][C:11]1[CH:19]=[CH:18][C:17]([F:20])=[CH:16][C:12]=1[C:13]([OH:15])=O.CCN=C=NCCCN(C)C.C1C=CC2N(O)N=NC=2C=1.[O:42]=[C:43]([N:61]1[CH2:66][CH2:65][NH:64][CH2:63][CH2:62]1)[CH2:44][NH:45][C:46](=[O:60])[C:47]1[CH:52]=[CH:51][C:50]([NH:53][C:54]2[CH:59]=[CH:58][CH:57]=[CH:56][CH:55]=2)=[CH:49][CH:48]=1.Cl. The catalyst is CN(C=O)C.O. The yield is 0.460. The product is [F:10][C:11]1[CH:19]=[CH:18][C:17]([F:20])=[CH:16][C:12]=1[C:13]([N:64]1[CH2:65][CH2:66][N:61]([C:43](=[O:42])[CH2:44][NH:45][C:46](=[O:60])[C:47]2[CH:48]=[CH:49][C:50]([NH:53][C:54]3[CH:55]=[CH:56][CH:57]=[CH:58][CH:59]=3)=[CH:51][CH:52]=2)[CH2:62][CH2:63]1)=[O:15].